From a dataset of Forward reaction prediction with 1.9M reactions from USPTO patents (1976-2016). Predict the product of the given reaction. (1) Given the reactants [CH3:1][C:2]1[CH:3]=[CH:4][C:5]2[O:6][CH2:7][CH2:8][NH:9][C:10]=2[N:11]=1.[C:12](O[C:12]([O:14][C:15]([CH3:18])([CH3:17])[CH3:16])=[O:13])([O:14][C:15]([CH3:18])([CH3:17])[CH3:16])=[O:13], predict the reaction product. The product is: [C:15]([O:14][C:12]([N:9]1[CH2:8][CH2:7][O:6][C:5]2[CH:4]=[CH:3][C:2]([CH3:1])=[N:11][C:10]1=2)=[O:13])([CH3:18])([CH3:17])[CH3:16]. (2) Given the reactants [C:1]([O:5][C:6]([N:8]([C:16]1[CH:17]=[N:18][CH:19]=[CH:20][C:21]=1[N:22]1[CH2:27][C@H:26]([CH3:28])[C@@H:25]([O:29][Si](C(C)(C)C)(C)C)[C@H:24]([NH:37][C:38]([O:40][C:41]([CH3:44])([CH3:43])[CH3:42])=[O:39])[CH2:23]1)[C:9]([O:11][C:12]([CH3:15])([CH3:14])[CH3:13])=[O:10])=[O:7])([CH3:4])([CH3:3])[CH3:2].[F-].C([N+](CCCC)(CCCC)CCCC)CCC, predict the reaction product. The product is: [C:41]([O:40][C:38]([NH:37][C@H:24]1[C@H:25]([OH:29])[C@@H:26]([CH3:28])[CH2:27][N:22]([C:21]2[CH:20]=[CH:19][N:18]=[CH:17][C:16]=2[N:8]([C:6]([O:5][C:1]([CH3:2])([CH3:4])[CH3:3])=[O:7])[C:9]([O:11][C:12]([CH3:15])([CH3:14])[CH3:13])=[O:10])[CH2:23]1)=[O:39])([CH3:44])([CH3:42])[CH3:43]. (3) The product is: [CH3:15][O:16][C:2]1[CH:7]=[N:6][N:5]([CH2:22][C:23]2[CH:28]=[CH:27][C:26]([O:29][CH3:30])=[CH:25][CH:24]=2)[C:4](=[O:14])[CH:3]=1. Given the reactants Cl[C:2]1[C:7](C2C=CC=CC=2)=[N:6][NH:5][C:4](=[O:14])[CH:3]=1.[C:15]([O-])([O-])=[O:16].[K+].[K+].Br[CH2:22][C:23]1[CH:28]=[CH:27][C:26]([O:29][CH3:30])=[CH:25][CH:24]=1.CCOC(C)=O, predict the reaction product. (4) The product is: [C:1]12([CH2:11][NH:12][C:13](=[O:22])[C:14]3[CH:19]=[C:18]([CH2:25][CH2:24][CH:23]=[O:26])[CH:17]=[N:16][C:15]=3[Cl:21])[CH2:10][CH:5]3[CH2:6][CH:7]([CH2:9][CH:3]([CH2:4]3)[CH2:2]1)[CH2:8]2. Given the reactants [C:1]12([CH2:11][NH:12][C:13](=[O:22])[C:14]3[CH:19]=[C:18](I)[CH:17]=[N:16][C:15]=3[Cl:21])[CH2:10][CH:5]3[CH2:6][CH:7]([CH2:9][CH:3]([CH2:4]3)[CH2:2]1)[CH2:8]2.[CH2:23]([OH:26])[CH:24]=[CH2:25].C(=O)(O)[O-].[Na+].O, predict the reaction product. (5) Given the reactants [NH2:1][C:2]([CH3:20])([CH2:5][N:6]1[N:10]=[C:9]2[CH:11]=[C:12]([C:16]([F:19])([F:18])[F:17])[CH:13]=[C:14]([Cl:15])[C:8]2=[N:7]1)[C:3]#[N:4].[F:21][C:22]([F:33])([F:32])[C:23]1[CH:31]=[CH:30][C:26]([C:27](Cl)=[S:28])=[CH:25][CH:24]=1, predict the reaction product. The product is: [Cl:15][C:14]1[C:8]2[C:9](=[N:10][N:6]([CH2:5][C:2]([NH:1][C:27](=[S:28])[C:26]3[CH:25]=[CH:24][C:23]([C:22]([F:21])([F:32])[F:33])=[CH:31][CH:30]=3)([C:3]#[N:4])[CH3:20])[N:7]=2)[CH:11]=[C:12]([C:16]([F:18])([F:17])[F:19])[CH:13]=1.